This data is from Forward reaction prediction with 1.9M reactions from USPTO patents (1976-2016). The task is: Predict the product of the given reaction. (1) The product is: [F:20][C:21]1[CH:22]=[C:23]([C:8]2[C:7]([C:14]#[N:15])=[C:6]([OH:16])[C:5]([OH:4])=[CH:10][C:9]=2[C:11]#[N:12])[CH:24]=[CH:25][C:26]=1[F:27]. Given the reactants C([O:4][C:5]1[CH:10]=[C:9]([C:11]#[N:12])[C:8](Br)=[C:7]([C:14]#[N:15])[C:6]=1[O:16]C(=O)C)(=O)C.[F:20][C:21]1[CH:22]=[C:23](B(O)O)[CH:24]=[CH:25][C:26]=1[F:27], predict the reaction product. (2) The product is: [Cl:1][C:2]1[CH:7]=[CH:6][C:5]([C:8]2([NH:11][C:12]3[N:17]=[C:16]([O:18][CH2:19][C:20]([F:23])([F:21])[F:22])[N:15]=[C:14]([NH:24][C:25]4[CH:26]=[CH:27][C:28]([C:29]([NH:34][C@H:35]([CH2:36][CH2:37][CH2:38][NH:39][C:40]([NH2:42])=[NH:41])[C:43]([OH:45])=[O:44])=[O:30])=[CH:32][CH:33]=4)[N:13]=3)[CH2:9][CH2:10]2)=[CH:4][CH:3]=1. Given the reactants [Cl:1][C:2]1[CH:7]=[CH:6][C:5]([C:8]2([NH:11][C:12]3[N:17]=[C:16]([O:18][CH2:19][C:20]([F:23])([F:22])[F:21])[N:15]=[C:14]([NH:24][C:25]4[CH:33]=[CH:32][C:28]([C:29](Cl)=[O:30])=[CH:27][CH:26]=4)[N:13]=3)[CH2:10][CH2:9]2)=[CH:4][CH:3]=1.[NH2:34][C@@H:35]([C:43]([OH:45])=[O:44])[CH2:36][CH2:37][CH2:38][NH:39][C:40](=[NH:42])[NH2:41], predict the reaction product.